Dataset: Experimentally validated miRNA-target interactions with 360,000+ pairs, plus equal number of negative samples. Task: Binary Classification. Given a miRNA mature sequence and a target amino acid sequence, predict their likelihood of interaction. The miRNA is hsa-miR-377-3p with sequence AUCACACAAAGGCAACUUUUGU. The protein sequence of the target gene is MAALQKLPHCRKLVLLCFLLATLWEARAGQIRYSVREEIDRGSFVGNIAKDLGLEPLALAEQGVRIVSRGRSQLFALNPRSGSLVTANRIDREELCAQSAPCLLNFNILLEDKLTIYSVEVEITDINDNAPRFGVEELELKISETTTPGFRIPLKNAHDADVGENALQKYALNPNDHFSLDVRRGADGNKYPELVLERSLDREEEAVHHLVLVASDGGDPVLSGTSRICVKVLDANDNAPVFTQPEYRISIPENTLVGTRILTVTATDADEGYYAQVVYFLEKSPGETSEVFELKSTSGE.... Result: 0 (no interaction).